Dataset: Catalyst prediction with 721,799 reactions and 888 catalyst types from USPTO. Task: Predict which catalyst facilitates the given reaction. Reactant: [CH:1]([C:4]1[CH:10]=[CH:9][C:7](N)=[CH:6][CH:5]=1)([CH3:3])[CH3:2].S(=O)(=O)(O)O.N([O-])=O.[Na+].[I-:20].[K+]. Product: [CH:1]([C:4]1[CH:10]=[CH:9][C:7]([I:20])=[CH:6][CH:5]=1)([CH3:3])[CH3:2]. The catalyst class is: 6.